Task: Predict which catalyst facilitates the given reaction.. Dataset: Catalyst prediction with 721,799 reactions and 888 catalyst types from USPTO (1) Reactant: [CH2:1]([C:3]1[C:8](/[CH:9]=[CH:10]/[O:11]C)=[CH:7][CH:6]=[CH:5][C:4]=1[C:13]1[S:17][C:16]([C:18]2[CH:19]=[CH:20][C:21]([O:26][CH:27]([CH3:29])[CH3:28])=[C:22]([CH:25]=2)[C:23]#[N:24])=[N:15][CH:14]=1)[CH3:2].Cl. Product: [CH2:1]([C:3]1[C:8]([CH2:9][CH:10]=[O:11])=[CH:7][CH:6]=[CH:5][C:4]=1[C:13]1[S:17][C:16]([C:18]2[CH:19]=[CH:20][C:21]([O:26][CH:27]([CH3:28])[CH3:29])=[C:22]([CH:25]=2)[C:23]#[N:24])=[N:15][CH:14]=1)[CH3:2]. The catalyst class is: 7. (2) Reactant: [C:1]12([CH2:11][NH:12][C:13](=[O:22])[C:14]3[CH:19]=[CH:18][N:17]=[C:16](Cl)[C:15]=3[Cl:21])[CH2:10][CH:5]3[CH2:6][CH:7]([CH2:9][CH:3]([CH2:4]3)[CH2:2]1)[CH2:8]2.[NH2:23][CH2:24][CH2:25][CH2:26][NH:27][C:28](=[O:34])[O:29][C:30]([CH3:33])([CH3:32])[CH3:31].C(OCC)(=O)C. Product: [C:1]12([CH2:11][NH:12][C:13]([C:14]3[CH:19]=[CH:18][N:17]=[C:16]([NH:23][CH2:24][CH2:25][CH2:26][NH:27][C:28](=[O:34])[O:29][C:30]([CH3:31])([CH3:33])[CH3:32])[C:15]=3[Cl:21])=[O:22])[CH2:8][CH:7]3[CH2:6][CH:5]([CH2:4][CH:3]([CH2:9]3)[CH2:2]1)[CH2:10]2. The catalyst class is: 16. (3) Reactant: [OH:1][C:2]1[CH:25]=[CH:24][C:5]2[C:6]([CH2:9][CH2:10][CH:11]3[CH2:16][CH2:15][N:14]([C:17]([O:19][C:20]([CH3:23])([CH3:22])[CH3:21])=[O:18])[CH2:13][CH2:12]3)=[N:7][O:8][C:4]=2[C:3]=1[CH2:26][OH:27].C(=O)([O-])[O-].[K+].[K+].[C:34]([C:36]1[CH:43]=[CH:42][C:39]([CH2:40]Br)=[CH:38][CH:37]=1)#[N:35]. Product: [C:34]([C:36]1[CH:43]=[CH:42][C:39]([CH2:40][O:1][C:2]2[CH:25]=[CH:24][C:5]3[C:6]([CH2:9][CH2:10][CH:11]4[CH2:16][CH2:15][N:14]([C:17]([O:19][C:20]([CH3:23])([CH3:22])[CH3:21])=[O:18])[CH2:13][CH2:12]4)=[N:7][O:8][C:4]=3[C:3]=2[CH2:26][OH:27])=[CH:38][CH:37]=1)#[N:35]. The catalyst class is: 21. (4) Reactant: [O:1]=[C:2]1[N:6]([C:7]2[CH:8]=[CH:9][C:10]3[C:16](=[O:17])[CH2:15][CH2:14][CH2:13][CH2:12][C:11]=3[CH:18]=2)[CH2:5][C@H:4]([CH2:19][NH:20][C:21](=[O:23])[CH3:22])[O:3]1.[Li+].C[Si]([N-][Si](C)(C)C)(C)C.[S:34]1[CH:38]=[CH:37][CH:36]=[C:35]1[CH2:39][C:40](Cl)=[O:41].[Cl-].[NH4+]. Product: [O:1]=[C:2]1[N:6]([C:7]2[CH:8]=[CH:9][C:10]3[C:16](=[O:17])[CH:15]([C:40](=[O:41])[CH2:39][C:35]4[S:34][CH:38]=[CH:37][CH:36]=4)[CH2:14][CH2:13][CH2:12][C:11]=3[CH:18]=2)[CH2:5][C@H:4]([CH2:19][NH:20][C:21](=[O:23])[CH3:22])[O:3]1. The catalyst class is: 1.